Dataset: Full USPTO retrosynthesis dataset with 1.9M reactions from patents (1976-2016). Task: Predict the reactants needed to synthesize the given product. (1) The reactants are: [Cl:1][C:2]1[CH:3]=[C:4]2[C:8](=[CH:9][CH:10]=1)[NH:7][C:6]([C:11]([OH:13])=O)=[CH:5]2.C[O:15][C:16](=[O:39])[CH2:17][CH2:18][C:19]1[CH:24]=[CH:23][C:22]([O:25][C:26]2[CH:31]=[C:30]([CH2:32][NH2:33])[CH:29]=[CH:28][C:27]=2[C:34]([F:37])([F:36])[F:35])=[CH:21][C:20]=1[CH3:38]. Given the product [Cl:1][C:2]1[CH:3]=[C:4]2[C:8](=[CH:9][CH:10]=1)[NH:7][C:6]([C:11]([NH:33][CH2:32][C:30]1[CH:29]=[CH:28][C:27]([C:34]([F:35])([F:36])[F:37])=[C:26]([CH:31]=1)[O:25][C:22]1[CH:23]=[CH:24][C:19]([CH2:18][CH2:17][C:16]([OH:39])=[O:15])=[C:20]([CH3:38])[CH:21]=1)=[O:13])=[CH:5]2, predict the reactants needed to synthesize it. (2) Given the product [CH:1]1([N:6]2[C:10]([C:11](=[O:13])/[CH:12]=[CH:15]/[N:16]([CH3:18])[CH3:17])=[CH:9][N:8]=[C:7]2[CH3:14])[CH2:2][CH2:3][CH2:4][CH2:5]1, predict the reactants needed to synthesize it. The reactants are: [CH:1]1([N:6]2[C:10]([C:11](=[O:13])[CH3:12])=[CH:9][N:8]=[C:7]2[CH3:14])[CH2:5][CH2:4][CH2:3][CH2:2]1.[CH3:15][N:16]([CH:18](OC)OC)[CH3:17]. (3) Given the product [NH2:44][C:39]1[C:38]2[C:42](=[C:34]([C:33]3[C:28]([C@@H:18]([NH:17][C:15](=[O:16])[CH2:14][N:7]4[C:6]5[CH:2]6[CH2:58][CH:3]6[CH2:55][CH2:4][C:5]=5[C:9]([CH:10]([F:12])[F:11])=[N:8]4)[CH2:19][C:20]4[CH:25]=[C:24]([F:26])[CH:23]=[C:22]([F:27])[CH:21]=4)=[N:29][C:30]([C:49]#[C:50][C:51]([OH:54])([CH3:52])[CH3:53])=[CH:31][CH:32]=3)[CH:35]=[CH:36][CH:37]=2)[N:41]([CH3:43])[N:40]=1, predict the reactants needed to synthesize it. The reactants are: F[C:2]1(F)[C:6]2[N:7]([CH2:14][C:15]([NH:17][C@H:18]([C:28]3[C:33]([C:34]4[CH:35]=[CH:36][CH:37]=[C:38]5[C:42]=4[N:41]([CH3:43])[N:40]=[C:39]5[NH:44]S(C)(=O)=O)=[CH:32][CH:31]=[C:30]([C:49]#[C:50][C:51]([OH:54])([CH3:53])[CH3:52])[N:29]=3)[CH2:19][C:20]3[CH:25]=[C:24]([F:26])[CH:23]=[C:22]([F:27])[CH:21]=3)=[O:16])[N:8]=[C:9]([C:10](F)([F:12])[F:11])[C:5]=2[C@H:4]2[CH2:55][C@@H:3]12.F[CH:58](F)C1C2CCC3CC3C=2N(CC(O)=O)N=1. (4) Given the product [N+:27]([CH:30]([CH2:31][CH2:32][CH2:33][CH2:34][CH2:35][CH3:36])[C:12](=[O:14])[CH2:11][CH2:10][CH2:9][CH2:8][CH2:7][C:1]1[CH:2]=[CH:3][CH:4]=[CH:5][CH:6]=1)([O-:29])=[O:28], predict the reactants needed to synthesize it. The reactants are: [C:1]1([CH2:7][CH2:8][CH2:9][CH2:10][CH2:11][C:12]([OH:14])=O)[CH:6]=[CH:5][CH:4]=[CH:3][CH:2]=1.C1N=CN(C(N2C=NC=C2)=O)C=1.[N+:27]([CH2:30][CH2:31][CH2:32][CH2:33][CH2:34][CH2:35][CH3:36])([O-:29])=[O:28].C1CCN2C(=NCCC2)CC1.